Dataset: Reaction yield outcomes from USPTO patents with 853,638 reactions. Task: Predict the reaction yield, written as a fraction of the theoretical maximum amount of product (1.0 means a 100% yield; for example, 0.34 means a 34% yield). (1) The reactants are Br[C:2]1[C:10]2[C:5](=[CH:6][CH:7]=[CH:8][C:9]=2[N+:11]([O-])=O)[N:4]([CH2:14][C:15]2[CH:20]=[CH:19][CH:18]=[C:17]([CH:21]([CH3:23])[CH3:22])[N:16]=2)[N:3]=1. The catalyst is CCO.[OH-].[OH-].[Pd+2]. The product is [CH:21]([C:17]1[N:16]=[C:15]([CH2:14][N:4]2[C:5]3[CH:6]=[CH:7][CH:8]=[C:9]([NH2:11])[C:10]=3[CH:2]=[N:3]2)[CH:20]=[CH:19][CH:18]=1)([CH3:23])[CH3:22]. The yield is 0.680. (2) The yield is 0.110. The catalyst is C(#N)CC.CS(C)=O. The product is [Cl:27][C:28]1[CH:29]=[C:30]([CH:35]=[CH:36][C:37]=1[N:38]1[CH2:39][CH2:40][N:41]([CH2:2][C:3]2[CH:12]=[N:11][C:10]3[N:9]4[CH2:13][CH2:14][S:15][CH2:16][C@H:8]4[C:7](=[O:17])[NH:6][C:5]=3[CH:4]=2)[CH2:42][CH2:43]1)[C:31]([NH:33][CH3:34])=[O:32]. The reactants are O[CH2:2][C:3]1[CH:12]=[N:11][C:10]2[N:9]3[CH2:13][CH2:14][S:15][CH2:16][C@H:8]3[C:7](=[O:17])[NH:6][C:5]=2[CH:4]=1.[I-].C(C[P+](C)(C)C)#N.Cl.[Cl:27][C:28]1[CH:29]=[C:30]([CH:35]=[CH:36][C:37]=1[N:38]1[CH2:43][CH2:42][NH:41][CH2:40][CH2:39]1)[C:31]([NH:33][CH3:34])=[O:32].CCN(C(C)C)C(C)C.